This data is from NCI-60 drug combinations with 297,098 pairs across 59 cell lines. The task is: Regression. Given two drug SMILES strings and cell line genomic features, predict the synergy score measuring deviation from expected non-interaction effect. (1) Drug 1: CCCCCOC(=O)NC1=NC(=O)N(C=C1F)C2C(C(C(O2)C)O)O. Drug 2: CCN(CC)CCCC(C)NC1=C2C=C(C=CC2=NC3=C1C=CC(=C3)Cl)OC. Cell line: UO-31. Synergy scores: CSS=12.7, Synergy_ZIP=-0.588, Synergy_Bliss=7.90, Synergy_Loewe=-25.8, Synergy_HSA=-0.205. (2) Drug 1: CN1CCC(CC1)COC2=C(C=C3C(=C2)N=CN=C3NC4=C(C=C(C=C4)Br)F)OC. Drug 2: CC1=CC=C(C=C1)C2=CC(=NN2C3=CC=C(C=C3)S(=O)(=O)N)C(F)(F)F. Cell line: SN12C. Synergy scores: CSS=6.40, Synergy_ZIP=-4.40, Synergy_Bliss=-1.23, Synergy_Loewe=-5.81, Synergy_HSA=-0.799. (3) Drug 1: C1CN1P(=S)(N2CC2)N3CC3. Drug 2: C1CNP(=O)(OC1)N(CCCl)CCCl. Cell line: 786-0. Synergy scores: CSS=0.0145, Synergy_ZIP=1.33, Synergy_Bliss=2.00, Synergy_Loewe=-2.39, Synergy_HSA=-1.63.